From a dataset of Forward reaction prediction with 1.9M reactions from USPTO patents (1976-2016). Predict the product of the given reaction. (1) Given the reactants [CH:1]1C=C[C:4]2N(O)N=[N:7][C:5]=2[CH:6]=1.O.ON1[C:17]2C=CC=[CH:21][C:16]=2N=N1.[CH2:22](Cl)[CH2:23]Cl.Cl.CN(C)[CH2:29][CH2:30][CH2:31]N=C=NCC.[CH:38]1[CH:43]=[N:42][C:41]2N(O)N=N[C:40]=2C=1.ON1[C:41]2[N:42]=[CH:43][CH:38]=C[C:40]=2N=N1, predict the reaction product. The product is: [CH3:22][CH2:23][N:7]([CH:5]([CH3:4])[CH3:6])[CH:16]([CH3:21])[CH3:17].[CH:30]([N:42]([CH2:43][CH3:38])[CH:41]([CH3:40])[CH3:1])([CH3:31])[CH3:29]. (2) Given the reactants [I:1][C:2]1[CH:7]=[CH:6][C:5]([C:8](=[O:10])[CH3:9])=[CH:4][CH:3]=1.[Br:11]Br, predict the reaction product. The product is: [Br:11][CH2:9][C:8]([C:5]1[CH:6]=[CH:7][C:2]([I:1])=[CH:3][CH:4]=1)=[O:10]. (3) Given the reactants CS(O[CH2:6][CH2:7][CH2:8][CH:9]([NH:12][C:13]([O:15][C:16]([CH3:19])([CH3:18])[CH3:17])=[O:14])[CH2:10][CH3:11])(=O)=O.[CH2:20]([NH:22][CH2:23][CH3:24])[CH3:21], predict the reaction product. The product is: [CH2:20]([N:22]([CH2:23][CH3:24])[CH2:6][CH2:7][CH2:8][CH:9]([NH:12][C:13](=[O:14])[O:15][C:16]([CH3:19])([CH3:18])[CH3:17])[CH2:10][CH3:11])[CH3:21]. (4) Given the reactants Br[CH2:2][CH2:3][OH:4].[Cl:5][C:6]1[CH:7]=[C:8]2[C:13](=[CH:14][CH:15]=1)[CH:12]=[C:11]([SH:16])[CH:10]=[CH:9]2.[OH-].[Na+], predict the reaction product. The product is: [Cl:5][C:6]1[CH:7]=[C:8]2[C:13](=[CH:14][CH:15]=1)[CH:12]=[C:11]([S:16][CH2:2][CH2:3][OH:4])[CH:10]=[CH:9]2. (5) Given the reactants [Cl:1][C:2]1[C:6]([Cl:7])=[C:5]([CH3:8])[NH:4][C:3]=1[C:9]([NH:11][CH:12]1[CH2:17][CH2:16][N:15]([C:18]2[N:23]=[C:22]([N:24]3[CH2:29][CH2:28][N:27]([CH3:30])[CH2:26][CH2:25]3)[N:21]=[C:20]([C:31]([O:33]C)=[O:32])[CH:19]=2)[CH2:14][CH2:13]1)=[O:10].[OH-].[Li+], predict the reaction product. The product is: [Cl:1][C:2]1[C:6]([Cl:7])=[C:5]([CH3:8])[NH:4][C:3]=1[C:9]([NH:11][CH:12]1[CH2:13][CH2:14][N:15]([C:18]2[N:23]=[C:22]([N:24]3[CH2:25][CH2:26][N:27]([CH3:30])[CH2:28][CH2:29]3)[N:21]=[C:20]([C:31]([OH:33])=[O:32])[CH:19]=2)[CH2:16][CH2:17]1)=[O:10]. (6) Given the reactants C[O:2][C:3](=O)[CH2:4][C:5]1([S:9][C:10]2[CH:15]=[C:14]([CH3:16])[C:13]([OH:17])=[C:12]([CH3:18])[C:11]=2[CH3:19])[CH2:8][CH2:7][CH2:6]1.O.Cl, predict the reaction product. The product is: [OH:17][C:13]1[C:14]([CH3:16])=[C:15]2[C:10](=[C:11]([CH3:19])[C:12]=1[CH3:18])[S:9][C:5]1([CH2:6][CH2:7][CH2:8]1)[CH2:4][C:3]2=[O:2]. (7) Given the reactants C([O:5][C:6](=[O:48])[C:7]1[CH:12]=[CH:11][C:10]([C:13]([NH:15][CH:16]([C:38]2[CH:43]=[CH:42][C:41]([O:44][CH3:45])=[C:40]([O:46][CH3:47])[CH:39]=2)[CH2:17][C:18]([NH:20][C:21]2[CH:26]=[CH:25][C:24]([NH:27][C:28]([NH:30][C:31]3[CH:36]=[CH:35][CH:34]=[CH:33][C:32]=3[CH3:37])=[O:29])=[CH:23][CH:22]=2)=[O:19])=[O:14])=[CH:9][CH:8]=1)(C)(C)C.C(O)(C(F)(F)F)=O, predict the reaction product. The product is: [CH3:47][O:46][C:40]1[CH:39]=[C:38]([CH:16]([NH:15][C:13]([C:10]2[CH:9]=[CH:8][C:7]([C:6]([OH:48])=[O:5])=[CH:12][CH:11]=2)=[O:14])[CH2:17][C:18]([NH:20][C:21]2[CH:22]=[CH:23][C:24]([NH:27][C:28]([NH:30][C:31]3[CH:36]=[CH:35][CH:34]=[CH:33][C:32]=3[CH3:37])=[O:29])=[CH:25][CH:26]=2)=[O:19])[CH:43]=[CH:42][C:41]=1[O:44][CH3:45].